Dataset: Forward reaction prediction with 1.9M reactions from USPTO patents (1976-2016). Task: Predict the product of the given reaction. Given the reactants C1COCC1.C([O:8][C:9]([C:11]1[C:12]([C:21]([F:24])([F:23])[F:22])=[N:13][N:14]([CH:16]2[CH2:20][CH2:19][CH2:18][CH2:17]2)[CH:15]=1)=O)C.[H-].[Al+3].[Li+].[H-].[H-].[H-].[OH-].[Na+], predict the reaction product. The product is: [CH:16]1([N:14]2[CH:15]=[C:11]([CH2:9][OH:8])[C:12]([C:21]([F:23])([F:24])[F:22])=[N:13]2)[CH2:17][CH2:18][CH2:19][CH2:20]1.